From a dataset of hERG potassium channel inhibition data for cardiac toxicity prediction from Karim et al.. Regression/Classification. Given a drug SMILES string, predict its toxicity properties. Task type varies by dataset: regression for continuous values (e.g., LD50, hERG inhibition percentage) or binary classification for toxic/non-toxic outcomes (e.g., AMES mutagenicity, cardiotoxicity, hepatotoxicity). Dataset: herg_karim. (1) The molecule is CCCC1(C(=O)c2ccc3[nH]ccc3c2)CCCN1. The result is 0 (non-blocker). (2) The compound is CN(C)c1ccc(/C=C/c2c(F)cccc2F)cn1. The result is 0 (non-blocker).